This data is from Forward reaction prediction with 1.9M reactions from USPTO patents (1976-2016). The task is: Predict the product of the given reaction. (1) The product is: [Cl:1][C:2]1[CH:3]=[CH:4][C:5]([O:12][CH3:13])=[C:6]([CH2:8][C:9]([N:16]([CH3:17])[CH3:15])=[O:10])[CH:7]=1. Given the reactants [Cl:1][C:2]1[CH:3]=[CH:4][C:5]([O:12][CH3:13])=[C:6]([CH2:8][C:9](O)=[O:10])[CH:7]=1.Cl.[CH3:15][NH:16][CH3:17].C(N(CC)CC)C, predict the reaction product. (2) Given the reactants [Cl:1][C:2]1[CH:3]=[C:4]([CH:7]=[C:8]([CH2:10][OH:11])[CH:9]=1)[C:5]#[N:6].[C:12](Cl)([Cl:14])=[O:13].C1(C)C=CC=CC=1, predict the reaction product. The product is: [C:12]([Cl:14])(=[O:13])[O:11][CH2:10][C:8]1[CH:7]=[C:4]([C:5]#[N:6])[CH:3]=[C:2]([Cl:1])[CH:9]=1. (3) Given the reactants [CH3:1][N:2]1[CH2:8][C:7]2[CH:9]=[C:10]([NH2:13])[CH:11]=[CH:12][C:6]=2[O:5][CH2:4][CH2:3]1.[Br:14][C:15]1[CH:16]=[C:17]([S:21](Cl)(=[O:23])=[O:22])[CH:18]=[CH:19][CH:20]=1.N1C=CC=CC=1.CO, predict the reaction product. The product is: [Br:14][C:15]1[CH:16]=[C:17]([S:21]([NH:13][C:10]2[CH:11]=[CH:12][C:6]3[O:5][CH2:4][CH2:3][N:2]([CH3:1])[CH2:8][C:7]=3[CH:9]=2)(=[O:23])=[O:22])[CH:18]=[CH:19][CH:20]=1. (4) The product is: [I:1][C:5]1[CH:13]=[CH:12][C:8]([C:9]([OH:11])=[O:10])=[CH:7][N:6]=1. Given the reactants [I-:1].[Na+].I.Cl[C:5]1[CH:13]=[CH:12][C:8]([C:9]([OH:11])=[O:10])=[CH:7][N:6]=1, predict the reaction product. (5) Given the reactants C(O)(C(F)(F)F)=O.[Si:8]([O:15][C@H:16]1[CH2:20][N:19](C(OC(C)(C)C)=O)[CH:18]([C:28]2[CH:33]=[C:32]([F:34])[CH:31]=[CH:30][C:29]=2[F:35])[CH2:17]1)([C:11]([CH3:14])([CH3:13])[CH3:12])([CH3:10])[CH3:9].C(Cl)[Cl:37], predict the reaction product. The product is: [ClH:37].[Si:8]([O:15][C@H:16]1[CH2:20][NH:19][CH:18]([C:28]2[CH:33]=[C:32]([F:34])[CH:31]=[CH:30][C:29]=2[F:35])[CH2:17]1)([C:11]([CH3:14])([CH3:13])[CH3:12])([CH3:10])[CH3:9].